This data is from Peptide-MHC class II binding affinity with 134,281 pairs from IEDB. The task is: Regression. Given a peptide amino acid sequence and an MHC pseudo amino acid sequence, predict their binding affinity value. This is MHC class II binding data. (1) The peptide sequence is RFHLIKNTFGLLFYQ. The MHC is H-2-IAb with pseudo-sequence H-2-IAb. The binding affinity (normalized) is 0.0409. (2) The peptide sequence is FRDRARVPLTSNNGI. The MHC is HLA-DQA10102-DQB10502 with pseudo-sequence HLA-DQA10102-DQB10502. The binding affinity (normalized) is 0.0456. (3) The peptide sequence is PEKEVLMWKFDSRLAFHH. The MHC is DRB1_0701 with pseudo-sequence DRB1_0701. The binding affinity (normalized) is 0.404. (4) The peptide sequence is SQDGELSWNLNGLQAY. The MHC is DRB1_0401 with pseudo-sequence DRB1_0401. The binding affinity (normalized) is 0.397. (5) The peptide sequence is SVEESEMFMPRSIGG. The MHC is HLA-DQA10303-DQB10402 with pseudo-sequence YNYHERRFATVLHIVFFGGTYYDIEDSTVHLETT. The binding affinity (normalized) is 0.714. (6) The peptide sequence is FVHLGHRDNIEDDLL. The MHC is DRB1_0101 with pseudo-sequence DRB1_0101. The binding affinity (normalized) is 0.294. (7) The MHC is DRB1_1501 with pseudo-sequence DRB1_1501. The peptide sequence is PESRSILLHGPSKGVELRND. The binding affinity (normalized) is 0.738. (8) The MHC is HLA-DQA10401-DQB10402 with pseudo-sequence HLA-DQA10401-DQB10402. The binding affinity (normalized) is 0.00796. The peptide sequence is PATPAAPGAGYTPAT.